The task is: Regression. Given a peptide amino acid sequence and an MHC pseudo amino acid sequence, predict their binding affinity value. This is MHC class II binding data.. This data is from Peptide-MHC class II binding affinity with 134,281 pairs from IEDB. (1) The peptide sequence is LIKQSIFKGLENDKH. The MHC is DRB1_0101 with pseudo-sequence DRB1_0101. The binding affinity (normalized) is 0.470. (2) The peptide sequence is VERSKAYSNCYPYDV. The MHC is DRB4_0101 with pseudo-sequence DRB4_0103. The binding affinity (normalized) is 0. (3) The peptide sequence is SSSSSLLAMAVLAAL. The MHC is HLA-DPA10201-DPB11401 with pseudo-sequence HLA-DPA10201-DPB11401. The binding affinity (normalized) is 0.160. (4) The peptide sequence is ALTGATEIQNSGGTS. The MHC is DRB1_1302 with pseudo-sequence DRB1_1302. The binding affinity (normalized) is 0.229. (5) The peptide sequence is GEIGAIALDFKPGTS. The MHC is DRB1_0901 with pseudo-sequence DRB1_0901. The binding affinity (normalized) is 0.151. (6) The peptide sequence is ESYKFIPALEAAVKQ. The MHC is HLA-DQA10501-DQB10201 with pseudo-sequence HLA-DQA10501-DQB10201. The binding affinity (normalized) is 0.388. (7) The MHC is HLA-DPA10201-DPB11401 with pseudo-sequence HLA-DPA10201-DPB11401. The binding affinity (normalized) is 0.200. The peptide sequence is KEVEEAWASACGGTG. (8) The peptide sequence is VIIMDEAHFLDPASIHHHHHH. The MHC is HLA-DQA10501-DQB10302 with pseudo-sequence HLA-DQA10501-DQB10302. The binding affinity (normalized) is 0.256. (9) The peptide sequence is AAATAGTTVNGAFAA. The MHC is HLA-DPA10103-DPB10401 with pseudo-sequence HLA-DPA10103-DPB10401. The binding affinity (normalized) is 0. (10) The peptide sequence is FKAAVAAAAGAPPAD. The MHC is HLA-DQA10401-DQB10402 with pseudo-sequence HLA-DQA10401-DQB10402. The binding affinity (normalized) is 0.466.